Dataset: Reaction yield outcomes from USPTO patents with 853,638 reactions. Task: Predict the reaction yield, written as a fraction of the theoretical maximum amount of product (1.0 means a 100% yield; for example, 0.34 means a 34% yield). The reactants are Cl[C:2]1[N:3]=[C:4]([N:16]2[CH2:21][CH2:20][O:19][CH2:18][C@@H:17]2[CH3:22])[C:5]2[CH2:10][N:9]([C:11]([O:13][CH2:14][CH3:15])=[O:12])[CH2:8][C:6]=2[N:7]=1.[F:23][C:24]1[CH:30]=[C:29](B2OC(C)(C)C(C)(C)O2)[C:28]([F:40])=[CH:27][C:25]=1[NH2:26]. No catalyst specified. The product is [CH2:8]([NH:9][C:11](=[O:12])[NH:26][C:25]1[C:24]([F:23])=[CH:30][C:29]([C:2]2[N:3]=[C:4]([N:16]3[CH2:21][CH2:20][O:19][CH2:18][C@@H:17]3[CH3:22])[C:5]3[CH2:10][N:9]([C:11]([O:13][CH2:14][CH3:15])=[O:12])[CH2:8][C:6]=3[N:7]=2)=[C:28]([F:40])[CH:27]=1)[CH3:6]. The yield is 0.130.